This data is from Full USPTO retrosynthesis dataset with 1.9M reactions from patents (1976-2016). The task is: Predict the reactants needed to synthesize the given product. (1) The reactants are: [OH:1][C:2]([CH3:18])([CH3:17])[C:3]([C:5]1[CH:10]=[C:9]([CH3:11])[C:8]([O:12][CH2:13][CH2:14][OH:15])=[C:7]([CH3:16])[CH:6]=1)=[O:4].O=[N+]([O-])[O-].[O-][N+](=O)[O-].[O-][N+](=O)[O-].[O-][N+](=O)[O-].[O-][N+](=O)[O-].[O-][N+](=O)[O-].[Ce+4].[NH4+].[NH4+].[O:46]=[C:47]([C:51]1[CH:56]=[CH:55][CH:54]=[CH:53][CH:52]=1)[C:48](Cl)=[O:49]. Given the product [O:46]=[C:47]([C:51]1[CH:56]=[CH:55][CH:54]=[CH:53][CH:52]=1)[C:48]([O:15][CH2:14][CH2:13][O:12][C:8]1[C:9]([CH3:11])=[CH:10][C:5]([C:3](=[O:4])[C:2]([OH:1])([CH3:18])[CH3:17])=[CH:6][C:7]=1[CH3:16])=[O:49], predict the reactants needed to synthesize it. (2) The reactants are: [O:1]1[CH2:6][CH2:5][CH2:4][O:3][CH:2]1[C:7]1[C:12]2[O:13][C:14](=[O:27])[C:15]3[CH2:16][N:17](C(OCC=C)=O)[CH2:18][CH2:19][C:20]=3[C:11]=2[CH:10]=[CH:9][C:8]=1[OH:28].C1([SiH3])C=CC=CC=1. Given the product [O:1]1[CH2:6][CH2:5][CH2:4][O:3][CH:2]1[C:7]1[C:12]2[O:13][C:14](=[O:27])[C:15]3[CH2:16][NH:17][CH2:18][CH2:19][C:20]=3[C:11]=2[CH:10]=[CH:9][C:8]=1[OH:28], predict the reactants needed to synthesize it. (3) Given the product [CH3:9][C:10]1[CH:11]=[C:12]2[C:16](=[CH:17][CH:18]=1)[NH:15][CH:14]=[C:13]2[CH2:2][CH2:1][C:3]1[CH:8]=[CH:7][N:6]=[CH:5][CH:4]=1, predict the reactants needed to synthesize it. The reactants are: [CH:1]([C:3]1[CH:8]=[CH:7][N:6]=[CH:5][CH:4]=1)=[CH2:2].[CH3:9][C:10]1[CH:11]=[C:12]2[C:16](=[CH:17][CH:18]=1)[NH:15][CH:14]=[CH:13]2. (4) The reactants are: [CH3:1][N:2]([CH3:24])[C:3]1[C:12]2[C:7](=[CH:8][CH:9]=[CH:10][CH:11]=2)[C:6]([C:13]2[O:14][C:15](=[O:23])[C:16]3[N:22]=[CH:21][CH:20]=[CH:19][C:17]=3[N:18]=2)=[CH:5][CH:4]=1.[CH2:25]([NH2:29])[CH2:26][CH2:27][CH3:28]. Given the product [CH2:25]([NH:29][C:15]([C:16]1[C:17]([NH:18][C:13]([C:6]2[C:7]3[C:12](=[CH:11][CH:10]=[CH:9][CH:8]=3)[C:3]([N:2]([CH3:24])[CH3:1])=[CH:4][CH:5]=2)=[O:14])=[CH:19][CH:20]=[CH:21][N:22]=1)=[O:23])[CH2:26][CH2:27][CH3:28], predict the reactants needed to synthesize it. (5) Given the product [CH3:24][O:25][CH2:26][CH2:27][N:28]1[CH2:33][CH2:32][N:31]([CH:10]([C:12]2[CH:17]=[CH:16][CH:15]=[CH:14][CH:13]=2)[CH2:9][N:6]2[CH2:7][CH2:8][CH:3]([N:2]([CH3:18])[CH3:1])[CH2:4][CH2:5]2)[CH2:30][CH2:29]1, predict the reactants needed to synthesize it. The reactants are: [CH3:1][N:2]([CH3:18])[CH:3]1[CH2:8][CH2:7][N:6]([CH2:9][CH:10]([C:12]2[CH:17]=[CH:16][CH:15]=[CH:14][CH:13]=2)O)[CH2:5][CH2:4]1.CS(Cl)(=O)=O.[CH3:24][O:25][CH2:26][CH2:27][N:28]1[CH2:33][CH2:32][NH:31][CH2:30][CH2:29]1. (6) The reactants are: [CH3:1][S:2][C:3]1[N:8]=[C:7]([C:9]#[C:10][C:11]2[CH:16]=[CH:15][CH:14]=[CH:13][C:12]=2[CH2:17][C:18]([O:20][CH3:21])=[O:19])[CH:6]=[CH:5][N:4]=1. Given the product [CH3:1][S:2][C:3]1[N:8]=[C:7]([CH2:9][CH2:10][C:11]2[CH:16]=[CH:15][CH:14]=[CH:13][C:12]=2[CH2:17][C:18]([O:20][CH3:21])=[O:19])[CH:6]=[CH:5][N:4]=1, predict the reactants needed to synthesize it. (7) Given the product [Cl:13][C:5]1[C:4]2[C:9](=[CH:10][CH:11]=[C:2]([NH:82][CH2:80][C:20]3[CH:21]=[CH:22][CH:23]=[CH:24][C:19]=3[N:14]3[CH:18]=[N:17][CH:16]=[N:15]3)[CH:3]=2)[C:8](=[O:12])[NH:7][N:6]=1, predict the reactants needed to synthesize it. The reactants are: Br[C:2]1[CH:3]=[C:4]2[C:9](=[CH:10][CH:11]=1)[C:8](=[O:12])[NH:7][N:6]=[C:5]2[Cl:13].[N:14]1([C:19]2[CH:20]=[C:21](CN)[CH:22]=[CH:23][CH:24]=2)[CH:18]=[N:17][CH:16]=[N:15]1.C1C=CC(P(C2C(C3C(P(C4C=CC=CC=4)C4C=CC=CC=4)=CC=C4C=3C=CC=C4)=C3C(C=CC=C3)=CC=2)C2C=CC=CC=2)=CC=1.CC([O-])(C)C.[Na+].C[C:80]([N:82](C)C)=O. (8) Given the product [CH2:33]([N:24]1[C:23](=[O:36])[C:22]2[NH:21][C:6]([C:5]3[CH:4]=[N:3][C:2]([Cl:1])=[CH:10][CH:9]=3)=[N:28][C:27]=2[N:26]([CH2:29][CH2:30][CH3:31])[C:25]1=[O:32])[CH2:34][CH3:35], predict the reactants needed to synthesize it. The reactants are: [Cl:1][C:2]1[CH:10]=[CH:9][C:5]([C:6](Cl)=O)=[CH:4][N:3]=1.OC1C=CC(C(O)=O)=CN=1.[NH2:21][C:22]1[C:23](=[O:36])[N:24]([CH2:33][CH2:34][CH3:35])[C:25](=[O:32])[N:26]([CH2:29][CH2:30][CH3:31])[C:27]=1[NH2:28].Cl. (9) Given the product [CH2:30]([C:12]1([CH2:22][CH2:23][CH2:24][CH2:25][CH2:26][CH2:27][CH2:28][CH3:29])[C:11]2[CH:10]=[C:9]([C:40]3[C:45]4=[N:46][S:47][N:48]=[C:44]4[C:43]([C:9]4[CH:21]=[CH:20][C:19]5[C:18]6[C:13](=[CH:14][CH:15]=[CH:16][CH:17]=6)[C:12]([CH2:30][CH2:31][CH2:32][CH2:33][CH2:34][CH2:35][CH2:36][CH3:37])([CH2:22][CH2:23][CH2:24][CH2:25][CH2:26][CH2:27][CH2:28][CH3:29])[C:11]=5[CH:10]=4)=[CH:42][CH:41]=3)[CH:21]=[CH:20][C:19]=2[C:18]2[C:13]1=[CH:14][CH:15]=[CH:16][CH:17]=2)[CH2:31][CH2:32][CH2:33][CH2:34][CH2:35][CH2:36][CH3:37], predict the reactants needed to synthesize it. The reactants are: CC1(C)C(C)(C)OB([C:9]2[CH:21]=[CH:20][C:19]3[C:18]4[C:13](=[CH:14][CH:15]=[CH:16][CH:17]=4)[C:12]([CH2:30][CH2:31][CH2:32][CH2:33][CH2:34][CH2:35][CH2:36][CH3:37])([CH2:22][CH2:23][CH2:24][CH2:25][CH2:26][CH2:27][CH2:28][CH3:29])[C:11]=3[CH:10]=2)O1.Br[C:40]1[C:45]2=[N:46][S:47][N:48]=[C:44]2[C:43](Br)=[CH:42][CH:41]=1.C([O-])([O-])=O.[Na+].[Na+].